Dataset: Peptide-MHC class II binding affinity with 134,281 pairs from IEDB. Task: Regression. Given a peptide amino acid sequence and an MHC pseudo amino acid sequence, predict their binding affinity value. This is MHC class II binding data. The peptide sequence is TDALRTLGSTSADEV. The MHC is HLA-DPA10201-DPB11401 with pseudo-sequence HLA-DPA10201-DPB11401. The binding affinity (normalized) is 0.111.